This data is from Reaction yield outcomes from USPTO patents with 853,638 reactions. The task is: Predict the reaction yield, written as a fraction of the theoretical maximum amount of product (1.0 means a 100% yield; for example, 0.34 means a 34% yield). (1) The reactants are [Cl:1][C:2]1[CH:7]=[CH:6][CH:5]=[C:4]([Cl:8])[C:3]=1[C:9]1[C:13]([CH2:14]O)=[C:12]([CH:16]([CH3:18])[CH3:17])[O:11][N:10]=1.[CH3:19][O:20][C:21]([C:23]1[C:31]2[C:26](=[CH:27][C:28]([C:32]3[CH:37]=[CH:36][C:35]([OH:38])=[CH:34][C:33]=3C)=[CH:29][CH:30]=2)[N:25]([CH:40]([CH3:42])[CH3:41])[C:24]=1[CH3:43])=[O:22].[CH2:44](P(CCCC)CCCC)CCC.C1CCN([C:63](/N=N/C(N2CCCCC2)=O)=[O:64])CC1. The catalyst is C1(C)C=CC=CC=1.CCCCCC. The product is [CH2:19]([O:20][C:21]([C:23]1[C:31]2[C:26](=[CH:27][C:28]([C:32]3[CH:37]=[CH:36][C:35]([O:38][CH2:14][C:13]4[C:9]([C:3]5[C:2]([Cl:1])=[CH:7][CH:6]=[CH:5][C:4]=5[Cl:8])=[N:10][O:11][C:12]=4[CH:16]([CH3:18])[CH3:17])=[CH:34][C:33]=3[O:64][CH3:63])=[CH:29][CH:30]=2)[N:25]([CH:40]([CH3:42])[CH3:41])[C:24]=1[CH3:43])=[O:22])[CH3:44]. The yield is 0.346. (2) The reactants are [NH2:1][C:2]1[C:7]([CH:8]=O)=[CH:6][N:5]=[C:4]([S:10][CH3:11])[N:3]=1.C[C:13]1[CH:18]=[C:17]([N+:19]([O-:21])=[O:20])[CH:16]=[CH:15][C:14]=1N.[C:23]([BH3-])#[N:24].[Na+]. The catalyst is CN(C=O)C.CC(O)=O.CCO.CCOC(C)=O. The product is [CH3:13][C:14]1[CH:15]=[CH:16][C:17]([N+:19]([O-:21])=[O:20])=[CH:18][C:23]=1[NH:24][CH2:8][C:7]1[C:2]([NH2:1])=[N:3][C:4]([S:10][CH3:11])=[N:5][CH:6]=1. The yield is 0.340. (3) The product is [CH3:30][O:31][C:32](=[O:35])[CH2:33][N:25]([C:26](=[O:28])[CH3:27])[C:22]1[CH:21]=[CH:20][C:19]([CH2:18][C:12]2[C:11]([F:29])=[C:10]([C:6]3[CH:7]=[CH:8][CH:9]=[C:4]([Cl:3])[CH:5]=3)[C:15]([O:16][CH3:17])=[CH:14][CH:13]=2)=[CH:24][N:23]=1. The reactants are [H-].[Na+].[Cl:3][C:4]1[CH:5]=[C:6]([C:10]2[C:15]([O:16][CH3:17])=[CH:14][CH:13]=[C:12]([CH2:18][C:19]3[CH:20]=[CH:21][C:22]([NH:25][C:26](=[O:28])[CH3:27])=[N:23][CH:24]=3)[C:11]=2[F:29])[CH:7]=[CH:8][CH:9]=1.[CH3:30][O:31][C:32](=[O:35])[CH2:33]Br. The yield is 0.740. The catalyst is CN(C=O)C. (4) The reactants are [O:1]=[C:2]1[NH:6][C:5]2[CH:7]=[CH:8][C:9]([CH:11]=[O:12])=[CH:10][C:4]=2[O:3]1.C(=O)([O-])[O-].[K+].[K+].Br[CH2:20][CH2:21][CH2:22][O:23][Si:24]([C:27]([CH3:30])([CH3:29])[CH3:28])([CH3:26])[CH3:25].CCOCC. The catalyst is CN(C=O)C. The product is [Si:24]([O:23][CH2:22][CH2:21][CH2:20][N:6]1[C:5]2[CH:7]=[CH:8][C:9]([CH:11]=[O:12])=[CH:10][C:4]=2[O:3][C:2]1=[O:1])([C:27]([CH3:28])([CH3:29])[CH3:30])([CH3:26])[CH3:25]. The yield is 0.890. (5) The reactants are [CH2:1]([C:5]1[N:6]([CH2:14][C:15]2[CH:20]=[CH:19][C:18]([C:21]3[C:22]([C:27]#[N:28])=[CH:23][CH:24]=[CH:25][CH:26]=3)=[CH:17][CH:16]=2)[C:7](=[O:13])[CH:8]=[C:9]([CH2:11][CH3:12])[N:10]=1)[CH2:2][CH2:3][CH3:4].[Br:29]Br. The catalyst is C(O)(=O)C.C(OCC)(=O)C. The product is [Br:29][C:8]1[C:7](=[O:13])[N:6]([CH2:14][C:15]2[CH:16]=[CH:17][C:18]([C:21]3[C:22]([C:27]#[N:28])=[CH:23][CH:24]=[CH:25][CH:26]=3)=[CH:19][CH:20]=2)[C:5]([CH2:1][CH2:2][CH2:3][CH3:4])=[N:10][C:9]=1[CH2:11][CH3:12]. The yield is 0.620. (6) The reactants are BrC1C=CC(C[O:7][C:8]2[N:12]([C:13]3[CH:18]=[C:17]([C:19]([O:21][CH3:22])=[O:20])[CH:16]=[CH:15][N:14]=3)[N:11]=[CH:10][CH:9]=2)=CC=1.B(Br)(Br)Br.CO.C([O-])(O)=O.[Na+]. The catalyst is C(Cl)Cl. The product is [OH:7][C:8]1[N:12]([C:13]2[CH:18]=[C:17]([C:19]([O:21][CH3:22])=[O:20])[CH:16]=[CH:15][N:14]=2)[N:11]=[CH:10][CH:9]=1. The yield is 0.600. (7) The product is [NH2:22][C:19]1[N:20]=[CH:21][C:16]([C:8]2[C:7]([F:23])=[C:6]([C:11]([CH:12]3[CH2:15][CH2:14][CH2:13]3)=[CH:10][CH:9]=2)[O:5][CH2:4][CH:3]([OH:24])[CH2:2][NH:1][C:26]2[N:31]=[CH:30][CH:29]=[CH:28][N:27]=2)=[N:17][CH:18]=1. The catalyst is O. The reactants are [NH2:1][CH2:2][CH:3]([OH:24])[CH2:4][O:5][C:6]1[C:11]([CH:12]2[CH2:15][CH2:14][CH2:13]2)=[CH:10][CH:9]=[C:8]([C:16]2[CH:21]=[N:20][C:19]([NH2:22])=[CH:18][N:17]=2)[C:7]=1[F:23].Cl[C:26]1[N:31]=[CH:30][CH:29]=[CH:28][N:27]=1.C([O-])([O-])=O.[Cs+].[Cs+].CN(C=O)C. The yield is 0.550. (8) The catalyst is CC([O-])=O.CC([O-])=O.C1C=CC(P(C2C=CC=CC=2)C2C=CC=CC=2)=CC=1.C1C=CC(P(C2C=CC=CC=2)C2C=CC=CC=2)=CC=1.[Pd+2].C1(C)C=CC=CC=1. The product is [CH3:27][Si:28]([C:31]#[C:32][C:2]1[CH:3]=[CH:4][C:5]2[N:11]3[CH:12]=[N:13][C:14]([C:15]([O:17][CH2:18][CH3:19])=[O:16])=[C:10]3[CH2:9][N:8]=[C:7]([C:20]3[CH:25]=[CH:24][CH:23]=[CH:22][CH:21]=3)[C:6]=2[CH:26]=1)([CH3:30])[CH3:29]. The yield is 0.930. The reactants are Br[C:2]1[CH:3]=[CH:4][C:5]2[N:11]3[CH:12]=[N:13][C:14]([C:15]([O:17][CH2:18][CH3:19])=[O:16])=[C:10]3[CH2:9][N:8]=[C:7]([C:20]3[CH:25]=[CH:24][CH:23]=[CH:22][CH:21]=3)[C:6]=2[CH:26]=1.[CH3:27][Si:28]([C:31]#[CH:32])([CH3:30])[CH3:29]. (9) The reactants are [CH3:1][C:2]1([CH3:13])[O:6][CH:5]([CH2:7][NH:8][S:9]([CH3:12])(=[O:11])=[O:10])[CH2:4][O:3]1.[H-].[Na+].[Cl:16][C:17]1[N:22]=[C:21]([C:23]([O:25][CH3:26])=[O:24])[CH:20]=[C:19](Cl)[N:18]=1.O. The catalyst is CN(C=O)C. The product is [Cl:16][C:17]1[N:22]=[C:21]([C:23]([O:25][CH3:26])=[O:24])[CH:20]=[C:19]([N:8]([CH2:7][CH:5]2[CH2:4][O:3][C:2]([CH3:13])([CH3:1])[O:6]2)[S:9]([CH3:12])(=[O:10])=[O:11])[N:18]=1. The yield is 0.570.